This data is from Forward reaction prediction with 1.9M reactions from USPTO patents (1976-2016). The task is: Predict the product of the given reaction. Given the reactants FC(F)(F)[C:3]1[N:4]=[C:5]2[CH2:10][NH:9][CH2:8][CH2:7][N:6]2[CH:11]=1.[CH3:14][C:15]([CH3:36])([O:17][C:18]([NH:20][C@H:21]([CH2:26][C:27]1[CH:32]=[C:31]([F:33])[C:30]([F:34])=[CH:29][C:28]=1[F:35])[CH2:22][C:23](O)=[O:24])=[O:19])[CH3:16].C1C=CC2N(O)N=NC=2C=1.C(Cl)CCl, predict the reaction product. The product is: [CH3:16][C:15]([CH3:36])([O:17][C:18]([NH:20][C@H:21]([CH2:26][C:27]1[CH:32]=[C:31]([F:33])[C:30]([F:34])=[CH:29][C:28]=1[F:35])[CH2:22][C:23]([N:9]1[CH2:8][CH2:7][N:6]2[CH:11]=[CH:3][N:4]=[C:5]2[CH2:10]1)=[O:24])=[O:19])[CH3:14].